Dataset: Full USPTO retrosynthesis dataset with 1.9M reactions from patents (1976-2016). Task: Predict the reactants needed to synthesize the given product. (1) Given the product [CH2:1]([O:3][C:4]([C:6]1[NH:7][C:8]2[C:13]([C:14]=1[CH2:15][CH2:16][CH2:17][NH:18][C:19]([O:21][C:22]([CH3:25])([CH3:24])[CH3:23])=[O:20])=[CH:12][C:11]([NH2:26])=[CH:10][CH:9]=2)=[O:5])[CH3:2], predict the reactants needed to synthesize it. The reactants are: [CH2:1]([O:3][C:4]([C:6]1[NH:7][C:8]2[C:13]([C:14]=1[CH2:15][CH2:16][CH2:17][NH:18][C:19]([O:21][C:22]([CH3:25])([CH3:24])[CH3:23])=[O:20])=[CH:12][C:11]([N+:26]([O-])=O)=[CH:10][CH:9]=2)=[O:5])[CH3:2].[H][H]. (2) Given the product [CH:2]([N:5]1[C:9]2[CH:10]=[CH:11][CH:12]=[CH:13][C:8]=2[N:7]([C@@H:14]([C:19]2[CH:24]=[CH:23][CH:22]=[CH:21][CH:20]=2)[CH2:15][CH2:16][NH:17][CH3:18])[S:6]1(=[O:25])=[O:26])([CH3:4])[CH3:3], predict the reactants needed to synthesize it. The reactants are: Cl.[CH:2]([N:5]1[C:9]2[CH:10]=[CH:11][CH:12]=[CH:13][C:8]=2[N:7]([C@@H:14]([C:19]2[CH:24]=[CH:23][CH:22]=[CH:21][CH:20]=2)[CH2:15][CH2:16][NH:17][CH3:18])[S:6]1(=[O:26])=[O:25])([CH3:4])[CH3:3].C(N1C2C=CC=CC=2NS1(=O)=O)(C)C.ClCC[C@@H](N1C2C=CC=CC=2N(C(C)C)S1(=O)=O)C1C=CC=CC=1.CN. (3) Given the product [CH2:1]([N:8]1[C:16]2[C:11](=[CH:12][C:13]([NH:17][C:18]3[C:23]([C:24]([OH:26])=[O:25])=[CH:22][C:21]([Cl:31])=[N:20][CH:19]=3)=[CH:14][CH:15]=2)[CH:10]=[CH:9]1)[C:2]1[CH:3]=[CH:4][CH:5]=[CH:6][CH:7]=1, predict the reactants needed to synthesize it. The reactants are: [CH2:1]([N:8]1[C:16]2[C:11](=[CH:12][C:13]([NH:17][C:18]3[C:23]([C:24]([O:26]C(C)(C)C)=[O:25])=[CH:22][C:21]([Cl:31])=[N:20][CH:19]=3)=[CH:14][CH:15]=2)[CH:10]=[CH:9]1)[C:2]1[CH:7]=[CH:6][CH:5]=[CH:4][CH:3]=1.[OH-].[Na+]. (4) Given the product [C:19]1([S:16]([C:13]2[CH:14]=[C:15]3[C:10](=[CH:11][CH:12]=2)[NH:9][N:8]=[C:7]3[NH:6][C:4](=[O:5])[C:3]2[CH:25]=[CH:26][C:27]([N:29]3[CH2:30][CH2:31][N:32]([CH3:35])[CH2:33][CH2:34]3)=[CH:28][C:2]=2[NH:1][CH:46]2[CH2:47][CH2:48][O:43][CH2:44][CH2:45]2)(=[O:18])=[O:17])[CH:20]=[CH:21][CH:22]=[CH:23][CH:24]=1, predict the reactants needed to synthesize it. The reactants are: [NH2:1][C:2]1[CH:28]=[C:27]([N:29]2[CH2:34][CH2:33][N:32]([CH3:35])[CH2:31][CH2:30]2)[CH:26]=[CH:25][C:3]=1[C:4]([NH:6][C:7]1[C:15]2[C:10](=[CH:11][CH:12]=[C:13]([S:16]([C:19]3[CH:24]=[CH:23][CH:22]=[CH:21][CH:20]=3)(=[O:18])=[O:17])[CH:14]=2)[NH:9][N:8]=1)=[O:5].FC(F)(F)C(O)=O.[O:43]1[CH2:48][CH2:47][C:46](=O)[CH2:45][CH2:44]1.C(O[BH-](OC(=O)C)OC(=O)C)(=O)C.C[N+](C)(C)C.[H-]. (5) Given the product [NH2:1][C:2]1[N:6]([CH:7]2[CH2:12][CH2:11][CH2:10][N:9]([C:34](=[O:35])/[CH:33]=[CH:32]/[CH2:31][N:30]([CH3:37])[CH3:29])[CH2:8]2)[N:5]=[C:4]([C:13]2[CH:14]=[CH:15][C:16]([O:19][C:20]3[CH:25]=[CH:24][CH:23]=[CH:22][CH:21]=3)=[CH:17][CH:18]=2)[C:3]=1[C:26]([NH2:28])=[O:27], predict the reactants needed to synthesize it. The reactants are: [NH2:1][C:2]1[N:6]([CH:7]2[CH2:12][CH2:11][CH2:10][NH:9][CH2:8]2)[N:5]=[C:4]([C:13]2[CH:18]=[CH:17][C:16]([O:19][C:20]3[CH:25]=[CH:24][CH:23]=[CH:22][CH:21]=3)=[CH:15][CH:14]=2)[C:3]=1[C:26]([NH2:28])=[O:27].[CH3:29][N:30]([CH3:37])[CH2:31]/[CH:32]=[CH:33]/[C:34](O)=[O:35].CN(C(ON1N=NC2C=CC=NC1=2)=[N+](C)C)C.F[P-](F)(F)(F)(F)F.CCN(C(C)C)C(C)C.